This data is from Forward reaction prediction with 1.9M reactions from USPTO patents (1976-2016). The task is: Predict the product of the given reaction. (1) Given the reactants [F:1][C:2]1[CH:11]=[CH:10][C:9]([N:12]2[CH2:17][CH2:16][N:15](C(OC(C)(C)C)=O)[C:14]([CH3:26])([CH3:25])[CH2:13]2)=[C:8]2[C:3]=1[CH:4]=[CH:5][C:6]([C:27]1[N:31]3[CH:32]=[CH:33][C:34]([O:36][CH2:37][CH2:38][O:39][CH3:40])=[CH:35][C:30]3=[N:29][CH:28]=1)=[N:7]2.Cl, predict the reaction product. The product is: [CH3:25][C:14]1([CH3:26])[NH:15][CH2:16][CH2:17][N:12]([C:9]2[CH:10]=[CH:11][C:2]([F:1])=[C:3]3[C:8]=2[N:7]=[C:6]([C:27]2[N:31]4[CH:32]=[CH:33][C:34]([O:36][CH2:37][CH2:38][O:39][CH3:40])=[CH:35][C:30]4=[N:29][CH:28]=2)[CH:5]=[CH:4]3)[CH2:13]1. (2) Given the reactants [F:1][C:2]1[CH:3]=[C:4]([CH:15]=[CH:16][CH:17]=1)[CH2:5][CH2:6][N:7]1[CH:11]=[C:10]([N+:12]([O-])=O)[CH:9]=[N:8]1, predict the reaction product. The product is: [F:1][C:2]1[CH:3]=[C:4]([CH2:5][CH2:6][N:7]2[CH:11]=[C:10]([NH2:12])[CH:9]=[N:8]2)[CH:15]=[CH:16][CH:17]=1. (3) The product is: [ClH:1].[CH2:30]([O:29][C:9]1[CH:8]=[C:7]2[C:12]([C:13]3[N:17]4[CH2:18][CH2:19][NH:20][CH2:21][C:16]4=[N:15][C:14]=3[C:5]([NH2:4])=[N:6]2)=[CH:11][CH:10]=1)[C:31]1[CH:32]=[CH:33][CH:34]=[CH:35][CH:36]=1. Given the reactants [ClH:1].CO.[NH2:4][C:5]1[C:14]2[N:15]=[C:16]3[CH2:21][N:20](C(OC(C)(C)C)=O)[CH2:19][CH2:18][N:17]3[C:13]=2[C:12]2[C:7](=[CH:8][C:9]([O:29][CH2:30][C:31]3[CH:36]=[CH:35][CH:34]=[CH:33][CH:32]=3)=[CH:10][CH:11]=2)[N:6]=1, predict the reaction product. (4) Given the reactants O=C1CCC(=O)N1O[C:9](=[O:27])[C:10]1[CH:15]=[CH:14][C:13]([O:16][C:17](=[O:26])[N:18]([CH3:25])[C:19]2[CH:24]=[CH:23][CH:22]=[CH:21][CH:20]=2)=[CH:12][CH:11]=1.[CH3:28][C:29]([CH3:34])([CH3:33])[CH2:30][CH2:31][NH2:32], predict the reaction product. The product is: [CH3:28][C:29]([CH3:34])([CH3:33])[CH2:30][CH2:31][NH:32][C:9]([C:10]1[CH:11]=[CH:12][C:13]([O:16][C:17](=[O:26])[N:18]([CH3:25])[C:19]2[CH:20]=[CH:21][CH:22]=[CH:23][CH:24]=2)=[CH:14][CH:15]=1)=[O:27]. (5) Given the reactants [Se](=O)=O.[O:4]1[CH2:9][CH2:8]OCC1.CC1[S:22][C:14]2[N:15]=[C:16]([S:20][CH3:21])[N:17]=[C:18]([NH2:19])[C:13]=2[CH:12]=1, predict the reaction product. The product is: [NH2:19][C:18]1[C:13]2[CH:12]=[C:8]([CH:9]=[O:4])[S:22][C:14]=2[N:15]=[C:16]([S:20][CH3:21])[N:17]=1. (6) Given the reactants [OH:1][C:2]1[N:6]([C:7]2[CH:12]=[CH:11][CH:10]=[C:9]([C:13]([F:16])([F:15])[F:14])[CH:8]=2)[N:5]=[C:4]([CH3:17])[C:3]=1[C:18](=O)[CH3:19].[CH3:21][O:22][C:23]([C:25]1[CH:34]=[CH:33][C:28]([C:29]([NH:31][NH2:32])=[O:30])=[CH:27][CH:26]=1)=[O:24], predict the reaction product. The product is: [CH3:17][C:4]1[C:3](=[C:18]([NH:32][NH:31][C:29](=[O:30])[C:28]2[CH:27]=[CH:26][C:25]([C:23]([O:22][CH3:21])=[O:24])=[CH:34][CH:33]=2)[CH3:19])[C:2](=[O:1])[N:6]([C:7]2[CH:12]=[CH:11][CH:10]=[C:9]([C:13]([F:16])([F:15])[F:14])[CH:8]=2)[N:5]=1.